Dataset: TCR-epitope binding with 47,182 pairs between 192 epitopes and 23,139 TCRs. Task: Binary Classification. Given a T-cell receptor sequence (or CDR3 region) and an epitope sequence, predict whether binding occurs between them. (1) The epitope is VLAWLYAAV. The TCR CDR3 sequence is CASSPHGQVLSYEQYF. Result: 1 (the TCR binds to the epitope). (2) The epitope is PROT_97E67BCC. The TCR CDR3 sequence is CASSPLTSGGTDTQYF. Result: 1 (the TCR binds to the epitope). (3) The epitope is FTISVTTEIL. The TCR CDR3 sequence is CASSRNIFEAQYEQYF. Result: 0 (the TCR does not bind to the epitope). (4) The epitope is ISPRTLNAW. The TCR CDR3 sequence is CASRYPLDLRNTGELFF. Result: 1 (the TCR binds to the epitope). (5) The epitope is HTTDPSFLGRY. The TCR CDR3 sequence is CASSLAQYVETQYF. Result: 0 (the TCR does not bind to the epitope). (6) The epitope is SEPVLKGVKL. The TCR CDR3 sequence is CASSLVGGALLADTQYF. Result: 0 (the TCR does not bind to the epitope). (7) The TCR CDR3 sequence is CASTLSGGTEAFF. The epitope is TFYLTNDVSFL. Result: 1 (the TCR binds to the epitope). (8) The TCR CDR3 sequence is CASSEIERGGLADTQYF. The epitope is HSKKKCDEL. Result: 0 (the TCR does not bind to the epitope). (9) The epitope is FSKQLQQSM. The TCR CDR3 sequence is CASSLGDRGTDTQYF. Result: 0 (the TCR does not bind to the epitope).